Dataset: Peptide-MHC class I binding affinity with 185,985 pairs from IEDB/IMGT. Task: Regression. Given a peptide amino acid sequence and an MHC pseudo amino acid sequence, predict their binding affinity value. This is MHC class I binding data. (1) The peptide sequence is RRYDKLMSF. The MHC is HLA-B57:01 with pseudo-sequence HLA-B57:01. The binding affinity (normalized) is 0.0847. (2) The peptide sequence is EERVILAGPM. The MHC is HLA-B40:01 with pseudo-sequence HLA-B40:01. The binding affinity (normalized) is 0.268. (3) The peptide sequence is YTMDGEYRL. The MHC is HLA-C15:02 with pseudo-sequence HLA-C15:02. The binding affinity (normalized) is 0.589. (4) The peptide sequence is VPLPCQLMY. The MHC is HLA-B51:01 with pseudo-sequence HLA-B51:01. The binding affinity (normalized) is 0.249. (5) The peptide sequence is SPAIFQCSM. The MHC is HLA-B15:01 with pseudo-sequence HLA-B15:01. The binding affinity (normalized) is 0.0988. (6) The peptide sequence is YLPYDIFCR. The MHC is HLA-B46:01 with pseudo-sequence HLA-B46:01. The binding affinity (normalized) is 0.0847. (7) The peptide sequence is TSASFTDLY. The MHC is HLA-B15:42 with pseudo-sequence HLA-B15:42. The binding affinity (normalized) is 0.213.